Dataset: Forward reaction prediction with 1.9M reactions from USPTO patents (1976-2016). Task: Predict the product of the given reaction. (1) Given the reactants CCN=C=NCCCN(C)C.[C:12]([C:14]1[CH:19]=[CH:18][C:17]([C@H:20]2[C@:24]3([N:28]([CH3:29])[C:27](=[O:30])[N:26]([C:31]4[CH:36]=[C:35]([Cl:37])[CH:34]=[C:33]([Cl:38])[CH:32]=4)[C:25]3=[O:39])[CH2:23][N:22]([CH2:40][C:41]3[S:45][CH:44]=[C:43]([C:46]([OH:48])=O)[CH:42]=3)[CH2:21]2)=[CH:16][CH:15]=1)#[N:13].[CH3:49][S:50]([NH2:53])(=[O:52])=[O:51].C(N(CC)CC)C, predict the reaction product. The product is: [C:12]([C:14]1[CH:15]=[CH:16][C:17]([C@H:20]2[C@:24]3([N:28]([CH3:29])[C:27](=[O:30])[N:26]([C:31]4[CH:32]=[C:33]([Cl:38])[CH:34]=[C:35]([Cl:37])[CH:36]=4)[C:25]3=[O:39])[CH2:23][N:22]([CH2:40][C:41]3[S:45][CH:44]=[C:43]([C:46]([NH:53][S:50]([CH3:49])(=[O:52])=[O:51])=[O:48])[CH:42]=3)[CH2:21]2)=[CH:18][CH:19]=1)#[N:13]. (2) The product is: [C:1]([O:5][C:6]([N:8]([CH2:9][C:10]1[S:14][C:13]([C:15]([O:17][CH2:18][CH3:19])=[O:16])=[N:12][N:11]=1)[C:21]1[CH:26]=[C:25]([O:27][CH2:28][C@H:29]2[CH2:31][C@@H:30]2[C:32]2[CH:37]=[CH:36][C:35]([CH3:38])=[CH:34][N:33]=2)[N:24]=[C:23]([CH3:39])[N:22]=1)=[O:7])([CH3:4])([CH3:3])[CH3:2]. Given the reactants [C:1]([O:5][C:6]([NH:8][CH2:9][C:10]1[S:14][C:13]([C:15]([O:17][CH2:18][CH3:19])=[O:16])=[N:12][N:11]=1)=[O:7])([CH3:4])([CH3:3])[CH3:2].Cl[C:21]1[CH:26]=[C:25]([O:27][CH2:28][C@H:29]2[CH2:31][C@@H:30]2[C:32]2[CH:37]=[CH:36][C:35]([CH3:38])=[CH:34][N:33]=2)[N:24]=[C:23]([CH3:39])[N:22]=1.C1C=CC(P(C2C(C3C(P(C4C=CC=CC=4)C4C=CC=CC=4)=CC=C4C=3C=CC=C4)=C3C(C=CC=C3)=CC=2)C2C=CC=CC=2)=CC=1.C(=O)([O-])[O-].[Cs+].[Cs+], predict the reaction product. (3) Given the reactants [CH3:1][C:2]1[C:7]([CH3:8])=[CH:6][CH:5]=[CH:4][C:3]=1[C:9]1[C:17]2[O:16][CH:15]([CH2:18]OS(C3C=CC(C)=CC=3)(=O)=O)[CH2:14][C:13]=2[CH:12]=[C:11]([O:30][CH3:31])[CH:10]=1.[CH3:32][NH2:33], predict the reaction product. The product is: [CH3:1][C:2]1[C:7]([CH3:8])=[CH:6][CH:5]=[CH:4][C:3]=1[C:9]1[C:17]2[O:16][CH:15]([CH2:18][NH:33][CH3:32])[CH2:14][C:13]=2[CH:12]=[C:11]([O:30][CH3:31])[CH:10]=1. (4) Given the reactants Br[C:2]1[CH:7]=[C:6]([C:8]([F:11])([F:10])[F:9])[CH:5]=[CH:4][C:3]=1[S:12]([N:15]1[CH2:25][CH2:24][CH2:23][C:17]2([C:21](=[O:22])[NH:20][CH2:19][CH2:18]2)[CH2:16]1)(=[O:14])=[O:13].Br[C:27]1C=C(C(F)(F)F)C=CC=1S(Cl)(=O)=O.C(=O)([O-])[O-].[K+].[K+].CB1OB(C)OB(C)O1, predict the reaction product. The product is: [CH3:27][C:2]1[CH:7]=[C:6]([C:8]([F:11])([F:10])[F:9])[CH:5]=[CH:4][C:3]=1[S:12]([N:15]1[CH2:25][CH2:24][CH2:23][C:17]2([C:21](=[O:22])[NH:20][CH2:19][CH2:18]2)[CH2:16]1)(=[O:14])=[O:13]. (5) Given the reactants [Br:1][C:2]1[CH:7]=[CH:6][C:5]([S:8][C:9]2[N:14]=[C:13]([CH3:15])[C:12]([CH2:16][OH:17])=[CH:11][CH:10]=2)=[CH:4][C:3]=1[CH3:18].[H-].[Na+].[CH3:21][O:22][CH2:23]Cl.C([O-])(O)=O.[Na+], predict the reaction product. The product is: [Br:1][C:2]1[CH:7]=[CH:6][C:5]([S:8][C:9]2[N:14]=[C:13]([CH3:15])[C:12]([CH2:16][O:17][CH2:21][O:22][CH3:23])=[CH:11][CH:10]=2)=[CH:4][C:3]=1[CH3:18]. (6) Given the reactants [C:1]([O:5][C:6]([NH:8][C@H:9]([CH2:14][C:15]1[CH:20]=[CH:19][CH:18]=[CH:17][C:16]=1[F:21])[CH2:10][C:11]([OH:13])=O)=[O:7])([CH3:4])([CH3:3])[CH3:2].[N+:22]([C:25]1[CH:34]=[C:33]2[C:28]([CH2:29][CH2:30][NH:31][CH2:32]2)=[CH:27][CH:26]=1)([O-:24])=[O:23].C(Cl)CCl.C1C=CC2N(O)N=NC=2C=1.C(N(CC)C(C)C)(C)C, predict the reaction product. The product is: [C:1]([O:5][C:6]([NH:8][C@H:9]([CH2:14][C:15]1[CH:20]=[CH:19][CH:18]=[CH:17][C:16]=1[F:21])[CH2:10][C:11]([N:31]1[CH2:30][CH2:29][C:28]2[C:33](=[CH:34][C:25]([N+:22]([O-:24])=[O:23])=[CH:26][CH:27]=2)[CH2:32]1)=[O:13])=[O:7])([CH3:2])([CH3:3])[CH3:4]. (7) Given the reactants [CH3:1][C:2]1[N:7]=[C:6]([C:8]2N=[C:10]([C:17]3[CH:18]=[N:19][CH:20]=[CH:21][CH:22]=3)[C:11]3[CH:16]=[CH:15][NH:14][C:12]=3[N:13]=2)[CH:5]=[CH:4][CH:3]=1.Cl[C:24]1C2C=CNC=2N=C(C2C=CC=CN=2)N=1.ClC1C=C(C2C=CC=C(C)N=2)N=C2NC=CC=12, predict the reaction product. The product is: [CH3:1][C:2]1[N:7]=[C:6]([C:8]2[N:13]=[C:12]3[NH:14][CH:15]=[CH:16][C:11]3=[C:10]([C:17]3[CH:18]=[N:19][CH:20]=[CH:21][CH:22]=3)[CH:24]=2)[CH:5]=[CH:4][CH:3]=1. (8) Given the reactants [CH3:1][C:2]1[CH:7]=[C:6]([O:8][CH3:9])[CH:5]=[CH:4][C:3]=1[O:10][CH3:11].[N+:12]([O-])([OH:14])=[O:13], predict the reaction product. The product is: [CH3:1][C:2]1[CH:7]=[C:6]([O:8][CH3:9])[C:5]([N+:12]([O-:14])=[O:13])=[CH:4][C:3]=1[O:10][CH3:11]. (9) Given the reactants [Cl:1][C:2]1[NH:10][C:9]2[C:8](=[O:11])[N:7]([CH2:12][CH2:13][CH2:14][CH2:15]C(OCC)=O)[C:6](=[O:21])[N:5]([CH2:22][CH2:23][CH2:24][CH2:25][CH3:26])[C:4]=2[N:3]=1.CC[O-].[Na+].[OH:31][NH:32][C:33]([C@H:35]1[CH2:37][C@@H:36]1[C:38]1[CH:43]=[CH:42][CH:41]=[CH:40][CH:39]=1)=[NH:34], predict the reaction product. The product is: [Cl:1][C:2]1[NH:10][C:9]2[C:8](=[O:11])[N:7]([CH2:12][CH2:13][CH2:14][C:15]3[O:31][N:32]=[C:33]([C@H:35]4[CH2:37][C@@H:36]4[C:38]4[CH:43]=[CH:42][CH:41]=[CH:40][CH:39]=4)[N:34]=3)[C:6](=[O:21])[N:5]([CH2:22][CH2:23][CH2:24][CH2:25][CH3:26])[C:4]=2[N:3]=1. (10) Given the reactants Cl.[NH:2]1[CH2:10][CH2:9][CH2:8][C@H:3]1[C:4]([O:6][CH3:7])=[O:5].C([O-])([O-])=O.[K+].[K+].[Cl:17][C:18]1[CH:19]=[C:20]([CH:23]=[C:24]([Cl:26])[CH:25]=1)[CH2:21]Cl.O, predict the reaction product. The product is: [Cl:17][C:18]1[CH:19]=[C:20]([CH:23]=[C:24]([Cl:26])[CH:25]=1)[CH2:21][N:2]1[CH2:10][CH2:9][CH2:8][C@H:3]1[C:4]([O:6][CH3:7])=[O:5].